Dataset: Forward reaction prediction with 1.9M reactions from USPTO patents (1976-2016). Task: Predict the product of the given reaction. Given the reactants [N+:1]([C:4]1[CH:12]=[CH:11][C:7]2[N:8]=[CH:9][NH:10][C:6]=2[CH:5]=1)([O-:3])=[O:2].[CH2:13]([Mg]Br)[CH2:14][CH3:15].ClC1C(=O)C(Cl)=C(Cl)C(=O)C=1Cl, predict the reaction product. The product is: [CH2:13]([C:5]1[C:6]2[NH:10][CH:9]=[N:8][C:7]=2[CH:11]=[CH:12][C:4]=1[N+:1]([O-:3])=[O:2])[CH2:14][CH3:15].